From a dataset of Forward reaction prediction with 1.9M reactions from USPTO patents (1976-2016). Predict the product of the given reaction. (1) Given the reactants [H-].[Al+3].[Li+].[H-].[H-].[H-].[Cl:7][C:8]1[CH:9]=[CH:10][C:11]([S:16][CH3:17])=[C:12]([CH:15]=1)[C:13]#[N:14].O.O.O.O.O.O.O.O.O.O.[O-]S([O-])(=O)=O.[Na+].[Na+], predict the reaction product. The product is: [ClH:7].[Cl:7][C:8]1[CH:9]=[CH:10][C:11]([S:16][CH3:17])=[C:12]([CH2:13][NH2:14])[CH:15]=1. (2) Given the reactants C(Cl)CCl.[CH3:5][NH:6][CH3:7].[Cl:8][C:9]1[N:14]=[C:13]([C:15](O)=[O:16])[C:12]([C:18]([F:21])([F:20])[F:19])=[CH:11][CH:10]=1.[Cl-].[NH4+], predict the reaction product. The product is: [Cl:8][C:9]1[N:14]=[C:13]([C:15]([N:6]([CH3:7])[CH3:5])=[O:16])[C:12]([C:18]([F:21])([F:20])[F:19])=[CH:11][CH:10]=1.